Dataset: Forward reaction prediction with 1.9M reactions from USPTO patents (1976-2016). Task: Predict the product of the given reaction. Given the reactants [H-].[Na+].CN(C)C=O.[OH:8][CH:9]1[CH2:14][CH2:13][CH2:12][N:11]([C:15]([O:17][C:18]([CH3:21])([CH3:20])[CH3:19])=[O:16])[CH2:10]1.[F:22][C:23]1[CH:24]=[C:25]([CH:28]=[CH:29][C:30]=1[F:31])[CH2:26]Br, predict the reaction product. The product is: [F:22][C:23]1[CH:24]=[C:25]([CH2:26][O:8][CH:9]2[CH2:14][CH2:13][CH2:12][N:11]([C:15]([O:17][C:18]([CH3:21])([CH3:20])[CH3:19])=[O:16])[CH2:10]2)[CH:28]=[CH:29][C:30]=1[F:31].